From a dataset of Catalyst prediction with 721,799 reactions and 888 catalyst types from USPTO. Predict which catalyst facilitates the given reaction. (1) Reactant: [Cl:1][C:2]1[CH:7]=[C:6]([CH2:8]I)[CH:5]=[CH:4][C:3]=1[C:10]1[N:14]=[C:13]([C:15]2[N:16]=[C:17]3[C:22]([Cl:23])=[CH:21][C:20]([C:24]([F:27])([F:26])[F:25])=[CH:19][N:18]3[CH:28]=2)[O:12][N:11]=1.[C-:29]#[N:30].[Na+].C(Cl)Cl.CCOC(C)=O.CCCCCC. Product: [Cl:1][C:2]1[CH:7]=[C:6]([CH2:8][C:29]#[N:30])[CH:5]=[CH:4][C:3]=1[C:10]1[N:14]=[C:13]([C:15]2[N:16]=[C:17]3[C:22]([Cl:23])=[CH:21][C:20]([C:24]([F:27])([F:26])[F:25])=[CH:19][N:18]3[CH:28]=2)[O:12][N:11]=1. The catalyst class is: 34. (2) Reactant: [CH3:1][S:2](Cl)(=[O:4])=[O:3].[F:6][C:7]1[CH:47]=[CH:46][C:10]([CH2:11][N:12]([C@@H:40]([CH3:45])[C:41]([F:44])([F:43])[F:42])[C:13](=[O:39])[CH2:14][N:15]2[C:19](=[O:20])[C@@:18]3([C:28]4[C:23](=[CH:24][C:25]([NH:29][C:30]([N:32]5[CH2:37][CH2:36][CH2:35][NH:34][CH2:33]5)=[O:31])=[CH:26][CH:27]=4)[CH2:22][CH2:21]3)[O:17][C:16]2=[O:38])=[CH:9][CH:8]=1.C(N(CC)CC)C.ClCCl. Product: [F:6][C:7]1[CH:8]=[CH:9][C:10]([CH2:11][N:12]([C@@H:40]([CH3:45])[C:41]([F:43])([F:42])[F:44])[C:13](=[O:39])[CH2:14][N:15]2[C:19](=[O:20])[C@@:18]3([C:28]4[C:23](=[CH:24][C:25]([NH:29][C:30]([N:32]5[CH2:37][CH2:36][CH2:35][N:34]([S:2]([CH3:1])(=[O:4])=[O:3])[CH2:33]5)=[O:31])=[CH:26][CH:27]=4)[CH2:22][CH2:21]3)[O:17][C:16]2=[O:38])=[CH:46][CH:47]=1. The catalyst class is: 6. (3) Reactant: C[O:2][C:3](OC)([C:27]1[CH:32]=[CH:31][N:30]=[CH:29][CH:28]=1)[CH2:4][N:5]1[CH2:10][CH2:9][CH2:8]/[C:7](=[CH:11]\[C:12]2[CH:17]=[CH:16][C:15]([N:18]3[CH:22]=[C:21]([CH3:23])[N:20]=[CH:19]3)=[C:14]([O:24][CH3:25])[CH:13]=2)/[C:6]1=[O:26]. Product: [CH3:25][O:24][C:14]1[CH:13]=[C:12](/[CH:11]=[C:7]2/[C:6](=[O:26])[N:5]([CH2:4][C:3](=[O:2])[C:27]3[CH:32]=[CH:31][N:30]=[CH:29][CH:28]=3)[CH2:10][CH2:9][CH2:8]/2)[CH:17]=[CH:16][C:15]=1[N:18]1[CH:22]=[C:21]([CH3:23])[N:20]=[CH:19]1. The catalyst class is: 33. (4) Reactant: [C:1]([O:5][C:6]([C:8]1[CH:13]=[CH:12][C:11](B(O)O)=[CH:10][CH:9]=1)=[O:7])([CH3:4])([CH3:3])[CH3:2].Br[C:18]1[S:19][C:20]([CH3:32])=[C:21]([CH2:23][O:24][Si:25]([C:28]([CH3:31])([CH3:30])[CH3:29])([CH3:27])[CH3:26])[N:22]=1.C(=O)([O-])[O-].[Na+].[Na+].C(Cl)Cl. The catalyst class is: 234. Product: [Si:25]([O:24][CH2:23][C:21]1[N:22]=[C:18]([C:11]2[CH:12]=[CH:13][C:8]([C:6]([O:5][C:1]([CH3:4])([CH3:3])[CH3:2])=[O:7])=[CH:9][CH:10]=2)[S:19][C:20]=1[CH3:32])([C:28]([CH3:31])([CH3:30])[CH3:29])([CH3:26])[CH3:27]. (5) Reactant: [O:1]1[C:5]2([CH2:10][CH2:9][CH:8]([CH:11]=[O:12])[CH2:7][CH2:6]2)[O:4][CH2:3][CH2:2]1.[CH:13]([Mg]Br)=[CH2:14]. Product: [O:1]1[C:5]2([CH2:10][CH2:9][CH:8]([CH:11]([OH:12])[CH:13]=[CH2:14])[CH2:7][CH2:6]2)[O:4][CH2:3][CH2:2]1. The catalyst class is: 1. (6) Reactant: [NH2:1][C:2]1[C:3]([C:18]([OH:20])=O)=[N:4][C:5]([C:8]2[CH:13]=[CH:12][C:11]([S:14]([CH3:17])(=[O:16])=[O:15])=[CH:10][CH:9]=2)=[CH:6][N:7]=1.C(OP(C#N)(OCC)=O)C.[NH2:31][C:32]1[CH:37]=[CH:36][CH:35]=[CH:34][CH:33]=1.C(N(CC)CC)C. Product: [NH2:1][C:2]1[C:3]([C:18]([NH:31][C:32]2[CH:37]=[CH:36][CH:35]=[CH:34][CH:33]=2)=[O:20])=[N:4][C:5]([C:8]2[CH:9]=[CH:10][C:11]([S:14]([CH3:17])(=[O:15])=[O:16])=[CH:12][CH:13]=2)=[CH:6][N:7]=1. The catalyst class is: 149. (7) Reactant: [C:1]([O:6][CH2:7][CH:8]1O[CH2:9]1)(=[O:5])[C:2]([CH3:4])=C.[CH3:11]OC1C=CC(O)=CC=1. Product: [C:1]([O:6][CH2:7][CH2:8][CH2:9][CH3:11])(=[O:5])[CH:2]=[CH2:4]. The catalyst class is: 689. (8) The catalyst class is: 11. Product: [O:7]=[C:6]([C:8]1[CH:13]=[N:12][CH:11]=[CH:10][N:9]=1)[CH2:15][C:14]([O:17][CH3:18])=[O:16]. Reactant: C[O-].[Na+].CO[C:6]([C:8]1[CH:13]=[N:12][CH:11]=[CH:10][N:9]=1)=[O:7].[C:14]([O:17][CH3:18])(=[O:16])[CH3:15]. (9) Reactant: [C:1]([O:5][C:6](=[O:21])[C:7]([CH3:20])([O:9][C:10]1[CH:19]=[CH:18][C:13]([C:14]([O:16]C)=[O:15])=[CH:12][CH:11]=1)[CH3:8])([CH3:4])([CH3:3])[CH3:2].[OH-].[K+].C1COCC1.Cl. Product: [C:1]([O:5][C:6](=[O:21])[C:7]([CH3:8])([O:9][C:10]1[CH:11]=[CH:12][C:13]([C:14]([OH:16])=[O:15])=[CH:18][CH:19]=1)[CH3:20])([CH3:2])([CH3:3])[CH3:4]. The catalyst class is: 5.